This data is from Full USPTO retrosynthesis dataset with 1.9M reactions from patents (1976-2016). The task is: Predict the reactants needed to synthesize the given product. (1) Given the product [CH:17]1([N:5]2[C:4](=[O:20])[CH:3]=[C:2]([N:1]=[CH:21][N:22]([CH3:25])[CH3:23])[N:7]([C:8]3[CH:13]=[CH:12][C:11]([I:14])=[CH:10][C:9]=3[F:15])[C:6]2=[O:16])[CH2:18][CH2:19]1, predict the reactants needed to synthesize it. The reactants are: [NH2:1][C:2]1[N:7]([C:8]2[CH:13]=[CH:12][C:11]([I:14])=[CH:10][C:9]=2[F:15])[C:6](=[O:16])[N:5]([CH:17]2[CH2:19][CH2:18]2)[C:4](=[O:20])[CH:3]=1.[CH3:21][N:22]([CH3:25])[CH:23]=O.COC(OC)N(C)C.C(O)(C)C. (2) Given the product [F:17][C:2]([F:1])([F:18])[C:3]1[CH:8]=[CH:7][C:6]([C:9]2[CH:10]=[C:11]([CH2:12][NH2:13])[CH:14]=[CH:15][N:16]=2)=[CH:5][CH:4]=1, predict the reactants needed to synthesize it. The reactants are: [F:1][C:2]([F:18])([F:17])[C:3]1[CH:8]=[CH:7][C:6]([C:9]2[CH:10]=[C:11]([CH:14]=[CH:15][N:16]=2)[C:12]#[N:13])=[CH:5][CH:4]=1.[H][H]. (3) Given the product [C:2]([CH2:3][CH2:4][Si:5]([O:15][CH3:14])([O:8][CH3:9])[O:6][CH3:7])([F:12])([F:11])[F:1], predict the reactants needed to synthesize it. The reactants are: [F:1][C:2]([F:12])([F:11])[CH2:3][CH2:4][Si:5](C)([O:8][CH3:9])[O:6][CH3:7].C[CH2:14][O:15][Si](OC(C(F)(F)C(F)(F)C(F)(F)C(F)(F)C(F)(F)C(F)(F)C(F)(F)C(F)(F)F)C)OCC. (4) Given the product [CH3:1][O:2][C:3](=[O:17])[CH2:4][N:5]1[C:14](=[O:15])[C:13]2[C:8](=[CH:9][CH:10]=[CH:11][CH:12]=2)[N:7]([CH2:25][C:26](=[O:27])[NH:28][C:29]2[CH:34]=[C:33]([Cl:35])[C:32]([O:36][CH3:37])=[CH:31][C:30]=2[O:38][CH3:39])[C:6]1=[O:16], predict the reactants needed to synthesize it. The reactants are: [CH3:1][O:2][C:3](=[O:17])[CH2:4][N:5]1[C:14](=[O:15])[C:13]2[C:8](=[CH:9][CH:10]=[CH:11][CH:12]=2)[NH:7][C:6]1=[O:16].C([O-])([O-])=O.[K+].[K+].Br[CH2:25][C:26]([NH:28][C:29]1[CH:34]=[C:33]([Cl:35])[C:32]([O:36][CH3:37])=[CH:31][C:30]=1[O:38][CH3:39])=[O:27]. (5) Given the product [CH3:31][O:32][CH2:33][CH2:34][O:35][CH2:36][CH2:37][O:12][C:11](=[O:13])[C@H:10]([CH2:14][OH:15])[CH2:9][C@H:8]([NH:16][C:17]([C:19]1[NH:20][N:21]=[N:22][CH:23]=1)=[O:18])[CH2:7][C:4]1[CH:5]=[CH:6][C:1]([C:24]2[CH:25]=[CH:26][CH:27]=[CH:28][CH:29]=2)=[CH:2][CH:3]=1, predict the reactants needed to synthesize it. The reactants are: [C:1]1([C:24]2[CH:29]=[CH:28][CH:27]=[CH:26][CH:25]=2)[CH:6]=[CH:5][C:4]([CH2:7][C@@H:8]([NH:16][C:17]([C:19]2[NH:20][N:21]=[N:22][CH:23]=2)=[O:18])[CH2:9][C@@H:10]([CH2:14][OH:15])[C:11]([OH:13])=[O:12])=[CH:3][CH:2]=1.Cl.[CH3:31][O:32][CH2:33][CH2:34][O:35][CH2:36][CH2:37]O. (6) Given the product [N:78]1([C:75]2[CH:74]=[CH:73][C:72]([NH:71][C:6]([N:8]3[CH2:13][CH2:12][CH:11]([C:14]4[C:23]5[C:18](=[CH:19][C:20]([O:24][CH2:25][CH2:26][CH2:27][N:28]6[CH2:33][CH2:32][NH:31][CH2:30][CH2:29]6)=[CH:21][CH:22]=5)[N:17]=[CH:16][N:15]=4)[CH2:10][CH2:9]3)=[O:7])=[CH:77][CH:76]=2)[CH2:79][CH2:80][O:81][CH2:82][CH2:83]1, predict the reactants needed to synthesize it. The reactants are: C(O[C:6]([N:8]1[CH2:13][CH2:12][CH:11]([C:14]2[C:23]3[C:18](=[CH:19][C:20]([O:24][CH2:25][CH2:26][CH2:27][N:28]4[CH2:33][CH2:32][NH:31][CH2:30][CH2:29]4)=[CH:21][CH:22]=3)[N:17]=[CH:16][N:15]=2)[CH2:10][CH2:9]1)=[O:7])(C)(C)C.CCN(CC)CC.C(Cl)(OCC1C2C(=CC=CC=2)C2C1=CC=CC=2)=O.Cl.[N+](C1C=CC(OC(=O)[NH:71][C:72]2[CH:77]=[CH:76][C:75]([N:78]3[CH2:83][CH2:82][O:81][CH2:80][CH2:79]3)=[CH:74][CH:73]=2)=CC=1)([O-])=O.C(NCC)C. (7) Given the product [S:34]1[CH:38]=[CH:37][C:36]2[CH:39]=[C:40]([O:43][CH2:58][N:60]3[CH2:63][CH2:64][CH2:62][CH:61]3[C:49]([O:48][C:44]([CH3:47])([CH3:46])[CH3:45])=[O:50])[CH:41]=[CH:42][C:35]1=2, predict the reactants needed to synthesize it. The reactants are: C1(P(C2C=CC=CC=2)C2C=CC=CC=2)C=CC=CC=1.N(C(OC(C)C)=O)=NC(OC(C)C)=O.[S:34]1[CH:38]=[CH:37][C:36]2[CH:39]=[C:40]([OH:43])[CH:41]=[CH:42][C:35]1=2.[C:44]([O:48][C:49](N1CCC[C@H]1CO)=[O:50])([CH3:47])([CH3:46])[CH3:45].[CH2:58]([N:60]([CH2:63][CH3:64])[CH2:61][CH3:62])C. (8) Given the product [CH3:1][O:5][C:6](=[O:19])[CH2:7][C:8]1[C:9]([F:18])=[C:10]2[C:15](=[CH:16][CH:17]=1)[N:14]=[CH:13][CH:12]=[CH:11]2, predict the reactants needed to synthesize it. The reactants are: [C:1]([O:5][C:6](=[O:19])[CH2:7][C:8]1[C:9]([F:18])=[C:10]2[C:15](=[CH:16][CH:17]=1)[N:14]=[CH:13][CH:12]=[CH:11]2)(C)(C)C.